From a dataset of Forward reaction prediction with 1.9M reactions from USPTO patents (1976-2016). Predict the product of the given reaction. (1) Given the reactants [Br:1]CCCC1CCCCN1C(OCC1C=CC=CC=1)=O.O[CH2:22][CH2:23][CH2:24][CH2:25][CH2:26][CH:27]1[CH2:32][CH2:31][N:30]([C:33]([O:35][CH2:36][C:37]2[CH:42]=[CH:41][CH:40]=[CH:39][CH:38]=2)=[O:34])[CH2:29][CH2:28]1, predict the reaction product. The product is: [Br:1][CH2:22][CH2:23][CH2:24][CH2:25][CH2:26][CH:27]1[CH2:32][CH2:31][N:30]([C:33]([O:35][CH2:36][C:37]2[CH:42]=[CH:41][CH:40]=[CH:39][CH:38]=2)=[O:34])[CH2:29][CH2:28]1. (2) Given the reactants C([N:8]1[CH2:13][CH2:12][C:11]([CH2:15][O:16][C:17]2[C:22]([CH:23]3[CH2:25][CH2:24]3)=[CH:21][N:20]3[CH:26]=[N:27][N:28]=[C:19]3[CH:18]=2)([CH3:14])[CH2:10][CH2:9]1)C1C=CC=CC=1.C([O-])=O.[NH4+], predict the reaction product. The product is: [CH:23]1([C:22]2[C:17]([O:16][CH2:15][C:11]3([CH3:14])[CH2:12][CH2:13][NH:8][CH2:9][CH2:10]3)=[CH:18][C:19]3[N:20]([CH:26]=[N:27][N:28]=3)[CH:21]=2)[CH2:25][CH2:24]1. (3) Given the reactants [CH:1]1([OH:6])[CH2:5][CH2:4][CH2:3][CH2:2]1.[Br:7][C:8]1[CH:9]=[N:10][C:11](Cl)=[N:12][CH:13]=1.[H-].[Na+], predict the reaction product. The product is: [Br:7][C:8]1[CH:9]=[N:10][C:11]([O:6][CH:1]2[CH2:5][CH2:4][CH2:3][CH2:2]2)=[N:12][CH:13]=1. (4) The product is: [O:16]1[C:15]2[CH:19]=[CH:20][C:12]([CH2:11][CH2:10][NH:9][C:7](=[O:8])[CH3:6])=[CH:13][C:14]=2[O:18][CH2:17]1. Given the reactants C(CCN(C1C=C(C)N=C(N2C=CN=C2)N=1)[CH2:6][C:7]([NH:9][CH2:10][CH2:11][C:12]1[CH:20]=[CH:19][C:15]2[O:16][CH2:17][O:18][C:14]=2[CH:13]=1)=[O:8])#N.N, predict the reaction product. (5) The product is: [CH2:1]1[O:9][C:8]2[CH:7]=[CH:6][C:5]([CH:10]3[C:22]4[NH:21][C:20]5[C:15](=[CH:16][CH:17]=[CH:18][CH:19]=5)[C:14]=4[CH2:13][CH2:12][N:11]3[C:24]3[N:29]=[CH:28][C:27]([Br:30])=[CH:26][N:25]=3)=[CH:4][C:3]=2[O:2]1. Given the reactants [CH2:1]1[O:9][C:8]2[CH:7]=[CH:6][C:5]([CH:10]3[C:22]4[NH:21][C:20]5[C:15](=[CH:16][CH:17]=[CH:18][CH:19]=5)[C:14]=4[CH2:13][CH2:12][NH:11]3)=[CH:4][C:3]=2[O:2]1.Cl[C:24]1[N:29]=[CH:28][C:27]([Br:30])=[CH:26][N:25]=1.C(N(CC)C(C)C)(C)C, predict the reaction product. (6) Given the reactants [C:1]([O:5][C:6]([NH:8][CH2:9][CH:10](OS(C)(=O)=O)[CH3:11])=[O:7])([CH3:4])([CH3:3])[CH3:2].[C:17]([OH:20])(=[S:19])[CH3:18].C([O-])([O-])=O.[Cs+].[Cs+].O, predict the reaction product. The product is: [C:1]([O:5][C:6]([NH:8][CH2:9][CH:10]([S:19][C:17](=[O:20])[CH3:18])[CH3:11])=[O:7])([CH3:2])([CH3:3])[CH3:4].